Dataset: Buchwald-Hartwig C-N cross coupling reaction yields with 55,370 reactions. Task: Predict the reaction yield, written as a fraction of the theoretical maximum amount of product (1.0 means a 100% yield; for example, 0.34 means a 34% yield). (1) The reactants are COc1ccc(Cl)cc1.Cc1ccc(N)cc1.O=S(=O)(O[Pd]1c2ccccc2-c2ccccc2N~1)C(F)(F)F.CC(C)c1cc(C(C)C)c(-c2ccccc2P(C(C)(C)C)C(C)(C)C)c(C(C)C)c1.CN1CCCN2CCCN=C12.CCOC(=O)c1cnoc1C. No catalyst specified. The product is COc1ccc(Nc2ccc(C)cc2)cc1. The yield is 0.0286. (2) The reactants are FC(F)(F)c1ccc(Br)cc1.Cc1ccc(N)cc1.O=S(=O)(O[Pd]1c2ccccc2-c2ccccc2N~1)C(F)(F)F.COc1ccc(OC)c(P(C(C)(C)C)C(C)(C)C)c1-c1c(C(C)C)cc(C(C)C)cc1C(C)C.CCN=P(N=P(N(C)C)(N(C)C)N(C)C)(N(C)C)N(C)C.CCOC(=O)c1cnoc1. No catalyst specified. The product is Cc1ccc(Nc2ccc(C(F)(F)F)cc2)cc1. The yield is 0.0599. (3) The reactants are Brc1cccnc1.Cc1ccc(N)cc1.O=S(=O)(O[Pd]1c2ccccc2-c2ccccc2N~1)C(F)(F)F.CC(C)c1cc(C(C)C)c(-c2ccccc2P(C(C)(C)C)C(C)(C)C)c(C(C)C)c1.CN(C)C(=NC(C)(C)C)N(C)C.c1ccc(-c2ccon2)cc1. No catalyst specified. The product is Cc1ccc(Nc2cccnc2)cc1. The yield is 0.861. (4) The reactants are COc1ccc(I)cc1.Cc1ccc(N)cc1.O=S(=O)(O[Pd]1c2ccccc2-c2ccccc2N~1)C(F)(F)F.COc1ccc(OC)c(P([C@]23C[C@H]4C[C@H](C[C@H](C4)C2)C3)[C@]23C[C@H]4C[C@H](C[C@H](C4)C2)C3)c1-c1c(C(C)C)cc(C(C)C)cc1C(C)C.CCN=P(N=P(N(C)C)(N(C)C)N(C)C)(N(C)C)N(C)C.CCOC(=O)c1ccon1. No catalyst specified. The product is COc1ccc(Nc2ccc(C)cc2)cc1. The yield is 0.0784. (5) The reactants are FC(F)(F)c1ccc(Cl)cc1.Cc1ccc(N)cc1.O=S(=O)(O[Pd]1c2ccccc2-c2ccccc2N~1)C(F)(F)F.COc1ccc(OC)c(P(C(C)(C)C)C(C)(C)C)c1-c1c(C(C)C)cc(C(C)C)cc1C(C)C.CCN=P(N=P(N(C)C)(N(C)C)N(C)C)(N(C)C)N(C)C.Cc1ccon1. No catalyst specified. The product is Cc1ccc(Nc2ccc(C(F)(F)F)cc2)cc1. The yield is 0.0104. (6) The reactants are COc1ccc(Cl)cc1.Cc1ccc(N)cc1.O=S(=O)(O[Pd]1c2ccccc2-c2ccccc2N~1)C(F)(F)F.CC(C)c1cc(C(C)C)c(-c2ccccc2P(C(C)(C)C)C(C)(C)C)c(C(C)C)c1.CCN=P(N=P(N(C)C)(N(C)C)N(C)C)(N(C)C)N(C)C.c1ccc(CN(Cc2ccccc2)c2ccon2)cc1. No catalyst specified. The product is COc1ccc(Nc2ccc(C)cc2)cc1. The yield is 0.0839. (7) The reactants are COc1ccc(I)cc1.Cc1ccc(N)cc1.O=S(=O)(O[Pd]1c2ccccc2-c2ccccc2N~1)C(F)(F)F.COc1ccc(OC)c(P([C@]23C[C@H]4C[C@H](C[C@H](C4)C2)C3)[C@]23C[C@H]4C[C@H](C[C@H](C4)C2)C3)c1-c1c(C(C)C)cc(C(C)C)cc1C(C)C.CN1CCCN2CCCN=C12.CCOC(=O)c1cnoc1. No catalyst specified. The product is COc1ccc(Nc2ccc(C)cc2)cc1. The yield is 0.189. (8) The reactants are COc1ccc(I)cc1.Cc1ccc(N)cc1.O=S(=O)(O[Pd]1c2ccccc2-c2ccccc2N~1)C(F)(F)F.CC(C)c1cc(C(C)C)c(-c2ccccc2P(C(C)(C)C)C(C)(C)C)c(C(C)C)c1.CN(C)C(=NC(C)(C)C)N(C)C.Cc1cc(C)on1. No catalyst specified. The product is COc1ccc(Nc2ccc(C)cc2)cc1. The yield is 0.403. (9) The reactants are FC(F)(F)c1ccc(Br)cc1.Cc1ccc(N)cc1.O=S(=O)(O[Pd]1c2ccccc2-c2ccccc2N~1)C(F)(F)F.COc1ccc(OC)c(P(C(C)(C)C)C(C)(C)C)c1-c1c(C(C)C)cc(C(C)C)cc1C(C)C.CN(C)C(=NC(C)(C)C)N(C)C.Cc1ccon1. No catalyst specified. The product is Cc1ccc(Nc2ccc(C(F)(F)F)cc2)cc1. The yield is 0.485. (10) The reactants are Brc1cccnc1.Cc1ccc(N)cc1.O=S(=O)(O[Pd]1c2ccccc2-c2ccccc2N~1)C(F)(F)F.COc1ccc(OC)c(P(C(C)(C)C)C(C)(C)C)c1-c1c(C(C)C)cc(C(C)C)cc1C(C)C.CCN=P(N=P(N(C)C)(N(C)C)N(C)C)(N(C)C)N(C)C.c1ccc(-c2cnoc2)cc1. No catalyst specified. The product is Cc1ccc(Nc2cccnc2)cc1. The yield is 0.706.